Dataset: Full USPTO retrosynthesis dataset with 1.9M reactions from patents (1976-2016). Task: Predict the reactants needed to synthesize the given product. Given the product [Br:1][C:2]1[N:3]=[C:4]2[C:10]([Cl:18])=[CH:9][NH:8][C:5]2=[N:6][CH:7]=1, predict the reactants needed to synthesize it. The reactants are: [Br:1][C:2]1[N:3]=[C:4]2[CH:10]=[CH:9][NH:8][C:5]2=[N:6][CH:7]=1.C1C(=O)N([Cl:18])C(=O)C1.